This data is from NCI-60 drug combinations with 297,098 pairs across 59 cell lines. The task is: Regression. Given two drug SMILES strings and cell line genomic features, predict the synergy score measuring deviation from expected non-interaction effect. (1) Drug 1: CC1=C2C(C(=O)C3(C(CC4C(C3C(C(C2(C)C)(CC1OC(=O)C(C(C5=CC=CC=C5)NC(=O)OC(C)(C)C)O)O)OC(=O)C6=CC=CC=C6)(CO4)OC(=O)C)OC)C)OC. Drug 2: CN(C)N=NC1=C(NC=N1)C(=O)N. Cell line: TK-10. Synergy scores: CSS=49.0, Synergy_ZIP=4.91, Synergy_Bliss=5.20, Synergy_Loewe=-13.6, Synergy_HSA=4.76. (2) Drug 1: CC1=CC2C(CCC3(C2CCC3(C(=O)C)OC(=O)C)C)C4(C1=CC(=O)CC4)C. Drug 2: B(C(CC(C)C)NC(=O)C(CC1=CC=CC=C1)NC(=O)C2=NC=CN=C2)(O)O. Cell line: NCI-H226. Synergy scores: CSS=0.470, Synergy_ZIP=3.82, Synergy_Bliss=5.68, Synergy_Loewe=0.771, Synergy_HSA=-0.0775. (3) Drug 1: CS(=O)(=O)C1=CC(=C(C=C1)C(=O)NC2=CC(=C(C=C2)Cl)C3=CC=CC=N3)Cl. Drug 2: CC12CCC3C(C1CCC2=O)CC(=C)C4=CC(=O)C=CC34C. Cell line: OVCAR-8. Synergy scores: CSS=34.7, Synergy_ZIP=0.242, Synergy_Bliss=2.70, Synergy_Loewe=-18.5, Synergy_HSA=3.20. (4) Drug 1: C1CCC(C1)C(CC#N)N2C=C(C=N2)C3=C4C=CNC4=NC=N3. Drug 2: CNC(=O)C1=CC=CC=C1SC2=CC3=C(C=C2)C(=NN3)C=CC4=CC=CC=N4. Cell line: MDA-MB-435. Synergy scores: CSS=5.70, Synergy_ZIP=5.99, Synergy_Bliss=12.1, Synergy_Loewe=0.887, Synergy_HSA=5.97. (5) Drug 1: CS(=O)(=O)CCNCC1=CC=C(O1)C2=CC3=C(C=C2)N=CN=C3NC4=CC(=C(C=C4)OCC5=CC(=CC=C5)F)Cl. Drug 2: COCCOC1=C(C=C2C(=C1)C(=NC=N2)NC3=CC=CC(=C3)C#C)OCCOC.Cl. Cell line: MOLT-4. Synergy scores: CSS=-14.8, Synergy_ZIP=7.85, Synergy_Bliss=0.560, Synergy_Loewe=-13.2, Synergy_HSA=-13.6.